This data is from Full USPTO retrosynthesis dataset with 1.9M reactions from patents (1976-2016). The task is: Predict the reactants needed to synthesize the given product. Given the product [Br:1][C:2]1[CH:3]=[C:4]([NH2:11])[C:5]([O:8][CH2:9][CH3:10])=[N:6][CH:7]=1, predict the reactants needed to synthesize it. The reactants are: [Br:1][C:2]1[CH:3]=[C:4]([N+:11]([O-])=O)[C:5]([O:8][CH2:9][CH3:10])=[N:6][CH:7]=1.[Sn](Cl)Cl.